Dataset: Full USPTO retrosynthesis dataset with 1.9M reactions from patents (1976-2016). Task: Predict the reactants needed to synthesize the given product. (1) Given the product [CH2:1]([O:8][C:9]1[CH:14]=[CH:13][C:12]([C:24]2[N:29]=[N:28][C:27]([N:30]([CH3:41])[CH:31]3[CH2:36][C:35]([CH3:37])([CH3:38])[NH:34][C:33]([CH3:40])([CH3:39])[CH2:32]3)=[CH:26][CH:25]=2)=[C:11]([O:18][C:19]([F:22])([F:21])[F:20])[CH:10]=1)[C:2]1[CH:7]=[CH:6][CH:5]=[CH:4][CH:3]=1, predict the reactants needed to synthesize it. The reactants are: [CH2:1]([O:8][C:9]1[CH:14]=[CH:13][C:12](B(O)O)=[C:11]([O:18][C:19]([F:22])([F:21])[F:20])[CH:10]=1)[C:2]1[CH:7]=[CH:6][CH:5]=[CH:4][CH:3]=1.Cl[C:24]1[N:29]=[N:28][C:27]([N:30]([CH3:41])[CH:31]2[CH2:36][C:35]([CH3:38])([CH3:37])[NH:34][C:33]([CH3:40])([CH3:39])[CH2:32]2)=[CH:26][CH:25]=1. (2) Given the product [Cl:1][C:2]1[CH:7]=[CH:6][C:5]([CH:8]([C:9]([C:11]2[CH:16]=[CH:15][C:14]([S:17][CH3:18])=[CH:13][CH:12]=2)=[O:10])[CH2:26][C:27]([O:29][CH2:30][CH3:31])=[O:28])=[CH:4][CH:3]=1, predict the reactants needed to synthesize it. The reactants are: [Cl:1][C:2]1[CH:7]=[CH:6][C:5]([CH2:8][C:9]([C:11]2[CH:16]=[CH:15][C:14]([S:17][CH3:18])=[CH:13][CH:12]=2)=[O:10])=[CH:4][CH:3]=1.CC(C)([O-])C.[K+].Br[CH2:26][C:27]([O:29][CH2:30][CH3:31])=[O:28].C1(C)C=CC=CC=1. (3) Given the product [S:1]1(=[O:11])(=[O:10])[N:5]2[CH2:6][CH2:7][CH2:8][CH2:9][C@H:4]2[CH2:3][O:2]1, predict the reactants needed to synthesize it. The reactants are: [S@@:1]1(=[O:10])[N:5]2[CH2:6][CH2:7][CH2:8][CH2:9][CH:4]2[CH2:3][O:2]1.[O-:11]I(=O)(=O)=O.[Na+].O. (4) Given the product [Cl:1][CH2:2][CH:3]([OH:6])[CH2:4][S:5][CH2:10][CH:9]([OH:11])[CH2:7][Cl:8], predict the reactants needed to synthesize it. The reactants are: [Cl:1][CH2:2][CH:3]([OH:6])[CH2:4][SH:5].[CH2:7]([CH:9]1[O:11][CH2:10]1)[Cl:8]. (5) Given the product [CH3:11][C@H:12]1[CH2:17][N:16]([CH2:9][C:6]2[CH:7]=[N:8][C:3]([NH:2][CH3:1])=[CH:4][CH:5]=2)[CH2:15][CH2:14][N:13]1[C:18]([O:20][C:21]([CH3:22])([CH3:24])[CH3:23])=[O:19], predict the reactants needed to synthesize it. The reactants are: [CH3:1][NH:2][C:3]1[N:8]=[CH:7][C:6]([CH:9]=O)=[CH:5][CH:4]=1.[CH3:11][C@H:12]1[CH2:17][NH:16][CH2:15][CH2:14][N:13]1[C:18]([O:20][C:21]([CH3:24])([CH3:23])[CH3:22])=[O:19]. (6) Given the product [Cl:1][C:2]1[CH:11]=[C:10]2[C:5]([C:6]([NH:12][CH:13]3[CH2:18][CH2:17][CH2:16][CH:15]([NH:19][CH:21]([CH3:23])[CH3:20])[CH2:14]3)=[CH:7][CH:8]=[N:9]2)=[CH:4][CH:3]=1, predict the reactants needed to synthesize it. The reactants are: [Cl:1][C:2]1[CH:11]=[C:10]2[C:5]([C:6]([NH:12][CH:13]3[CH2:18][CH2:17][CH2:16][CH:15]([NH2:19])[CH2:14]3)=[CH:7][CH:8]=[N:9]2)=[CH:4][CH:3]=1.[CH3:20][C:21]([CH3:23])=O.C(O)(=O)C.C(O[BH-](OC(=O)C)OC(=O)C)(=O)C.[Na+]. (7) Given the product [C:20]([OH:28])(=[O:27])[C:21]1[CH:26]=[CH:25][CH:24]=[CH:23][CH:22]=1.[CH:1]([NH:4][CH:5]1[CH2:6][CH2:7][N:8]([CH2:11][C:12]2[CH:13]=[N:14][CH:15]=[CH:16][C:17]=2[O:18][CH3:19])[CH2:9][CH2:10]1)([CH3:3])[CH3:2], predict the reactants needed to synthesize it. The reactants are: [CH:1]([NH:4][CH:5]1[CH2:10][CH2:9][N:8]([CH2:11][C:12]2[CH:13]=[N:14][CH:15]=[CH:16][C:17]=2[O:18][CH3:19])[CH2:7][CH2:6]1)([CH3:3])[CH3:2].[C:20]([OH:28])(=[O:27])[C:21]1[CH:26]=[CH:25][CH:24]=[CH:23][CH:22]=1.